Dataset: Reaction yield outcomes from USPTO patents with 853,638 reactions. Task: Predict the reaction yield, written as a fraction of the theoretical maximum amount of product (1.0 means a 100% yield; for example, 0.34 means a 34% yield). (1) The reactants are [OH-].[Na+:2].[CH3:3][C:4]1[N:8]([CH2:9][CH2:10][C:11]2[CH:16]=[CH:15][C:14]([O:17][CH2:18][CH2:19][CH2:20][CH2:21][CH2:22][CH2:23][CH2:24][CH2:25][CH2:26][CH2:27][CH2:28][CH3:29])=[CH:13][CH:12]=2)[C:7]([C:30]2[CH:47]=[CH:46][C:33]([O:34][C@H:35]([CH2:39][C:40]3[CH:45]=[CH:44][CH:43]=[CH:42][CH:41]=3)[C:36]([OH:38])=[O:37])=[CH:32][CH:31]=2)=[CH:6][CH:5]=1. The catalyst is C(O)C. The product is [CH3:3][C:4]1[N:8]([CH2:9][CH2:10][C:11]2[CH:12]=[CH:13][C:14]([O:17][CH2:18][CH2:19][CH2:20][CH2:21][CH2:22][CH2:23][CH2:24][CH2:25][CH2:26][CH2:27][CH2:28][CH3:29])=[CH:15][CH:16]=2)[C:7]([C:30]2[CH:47]=[CH:46][C:33]([O:34][C@H:35]([CH2:39][C:40]3[CH:41]=[CH:42][CH:43]=[CH:44][CH:45]=3)[C:36]([O-:38])=[O:37])=[CH:32][CH:31]=2)=[CH:6][CH:5]=1.[Na+:2]. The yield is 0.528. (2) The reactants are C(OC([N:11]1[CH2:15][CH2:14][CH:13]([CH:16]([NH:20][C:21]([O:23][C:24]([CH3:27])([CH3:26])[CH3:25])=[O:22])[CH2:17][C:18]#[N:19])[CH2:12]1)=O)C1C=CC=CC=1.C([O-])=O.[NH4+]. The catalyst is CO.[Pd]. The product is [C:24]([O:23][C:21](=[O:22])[NH:20][CH:16]([CH:13]1[CH2:14][CH2:15][NH:11][CH2:12]1)[CH2:17][C:18]#[N:19])([CH3:27])([CH3:25])[CH3:26]. The yield is 0.970. (3) The reactants are [H-].[Na+].[F:3][C:4]1[C:9]([C:10]2[CH:15]=[CH:14][CH:13]=[C:12]([CH3:16])[CH:11]=2)=[C:8]([CH:17]([OH:31])[C@@H:18]2[CH2:23][CH2:22][CH2:21][N:20]([C:24]([O:26][C:27]([CH3:30])([CH3:29])[CH3:28])=[O:25])[CH2:19]2)[CH:7]=[CH:6][CH:5]=1.Br[CH2:33][C:34]([O:36][CH2:37][CH3:38])=[O:35].[NH4+].[Cl-]. The catalyst is C1COCC1. The product is [CH2:37]([O:36][C:34](=[O:35])[CH2:33][O:31][CH:17]([C:8]1[CH:7]=[CH:6][CH:5]=[C:4]([F:3])[C:9]=1[C:10]1[CH:15]=[CH:14][CH:13]=[C:12]([CH3:16])[CH:11]=1)[C@@H:18]1[CH2:23][CH2:22][CH2:21][N:20]([C:24]([O:26][C:27]([CH3:28])([CH3:30])[CH3:29])=[O:25])[CH2:19]1)[CH3:38]. The yield is 0.380. (4) The reactants are CO.[OH-].[Na+].C[O:6][C:7]([C:9]1[CH:10]=[C:11]2[C:16](=[CH:17][C:18]=1[O:19][CH3:20])[N:15]=[CH:14][CH:13]=[C:12]2[O:21][C:22]1[CH:27]=[CH:26][C:25]([NH:28][C:29]([NH:31][C:32]2[CH:37]=[CH:36][C:35]([F:38])=[CH:34][CH:33]=2)=[O:30])=[CH:24][CH:23]=1)=[O:8].Cl. The catalyst is O. The product is [F:38][C:35]1[CH:34]=[CH:33][C:32]([NH:31][C:29]([NH:28][C:25]2[CH:26]=[CH:27][C:22]([O:21][C:12]3[C:11]4[C:16](=[CH:17][C:18]([O:19][CH3:20])=[C:9]([C:7]([OH:8])=[O:6])[CH:10]=4)[N:15]=[CH:14][CH:13]=3)=[CH:23][CH:24]=2)=[O:30])=[CH:37][CH:36]=1. The yield is 0.780. (5) The reactants are [C:1]1([CH3:17])[CH:6]=[CH:5][C:4]([N:7]2[C:11]([NH2:12])=[CH:10][C:9]([Si:13]([CH3:16])([CH3:15])[CH3:14])=[N:8]2)=[CH:3][CH:2]=1.C(=O)([O-])[O-].[K+].[K+].O.Cl[C:26]([O:28][CH2:29][C:30]([Cl:33])([Cl:32])[Cl:31])=[O:27]. The catalyst is C(OCC)(=O)C. The product is [Cl:31][C:30]([Cl:33])([Cl:32])[CH2:29][O:28][C:26](=[O:27])[NH:12][C:11]1[N:7]([C:4]2[CH:3]=[CH:2][C:1]([CH3:17])=[CH:6][CH:5]=2)[N:8]=[C:9]([Si:13]([CH3:16])([CH3:15])[CH3:14])[CH:10]=1. The yield is 0.960.